From a dataset of Full USPTO retrosynthesis dataset with 1.9M reactions from patents (1976-2016). Predict the reactants needed to synthesize the given product. (1) Given the product [F:22][C:19]1[CH:20]=[CH:21][C:16]([NH:15][C:4]2[CH:3]=[C:2]([C:29]3[CH:28]=[CH:27][CH:26]=[C:25]([CH2:24][OH:23])[CH:30]=3)[CH:14]=[CH:13][C:5]=2[C:6]([O:8][C:9]([CH3:12])([CH3:11])[CH3:10])=[O:7])=[CH:17][CH:18]=1, predict the reactants needed to synthesize it. The reactants are: Br[C:2]1[CH:14]=[CH:13][C:5]([C:6]([O:8][C:9]([CH3:12])([CH3:11])[CH3:10])=[O:7])=[C:4]([NH:15][C:16]2[CH:21]=[CH:20][C:19]([F:22])=[CH:18][CH:17]=2)[CH:3]=1.[OH:23][CH2:24][C:25]1[CH:26]=[C:27](B(O)O)[CH:28]=[CH:29][CH:30]=1.C(=O)([O-])[O-].[Na+].[Na+]. (2) Given the product [OH:6][CH:5]([CH2:4][OH:3])[CH2:7][NH:8][C:9]([CH2:11][O:12][C:13](=[O:53])[C:14]1[CH:19]=[CH:18][C:17]([NH:20][C:21]([C@H:23]2[C@H:27]([C:28]3[CH:33]=[CH:32][CH:31]=[C:30]([Cl:34])[C:29]=3[F:35])[C@:26]([C:38]3[CH:43]=[CH:42][C:41]([Cl:44])=[CH:40][C:39]=3[F:45])([C:36]#[N:37])[C@H:25]([CH2:46][C:47]([CH3:50])([CH3:49])[CH3:48])[NH:24]2)=[O:22])=[C:16]([O:51][CH3:52])[CH:15]=1)=[O:10], predict the reactants needed to synthesize it. The reactants are: CC1(C)[O:6][CH:5]([CH2:7][NH:8][C:9]([CH2:11][O:12][C:13](=[O:53])[C:14]2[CH:19]=[CH:18][C:17]([NH:20][C:21]([C@H:23]3[C@H:27]([C:28]4[CH:33]=[CH:32][CH:31]=[C:30]([Cl:34])[C:29]=4[F:35])[C@:26]([C:38]4[CH:43]=[CH:42][C:41]([Cl:44])=[CH:40][C:39]=4[F:45])([C:36]#[N:37])[C@H:25]([CH2:46][C:47]([CH3:50])([CH3:49])[CH3:48])[NH:24]3)=[O:22])=[C:16]([O:51][CH3:52])[CH:15]=2)=[O:10])[CH2:4][O:3]1.CO.FC(F)(F)C(O)=O. (3) Given the product [F:13][C:10]1[CH:11]=[CH:12][C:7]([C:37]2[CH:38]=[CH:39][N:34]=[CH:35][CH:36]=2)=[C:8]([C:14]2[CH:19]=[CH:18][C:17]([O:20][CH2:21][C:35]3[CH:36]=[CH:37][C:38]4[C:39](=[CH:12][CH:7]=[CH:8][CH:9]=4)[N:34]=3)=[CH:16][CH:15]=2)[CH:9]=1, predict the reactants needed to synthesize it. The reactants are: FC(F)(F)S(O[C:7]1[CH:12]=[CH:11][C:10]([F:13])=[CH:9][C:8]=1[C:14]1[CH:19]=[CH:18][C:17]([O:20][CH2:21]C2C=CC3C(=CC=CC=3)N=2)=[CH:16][CH:15]=1)(=O)=O.[N:34]1[CH:39]=[CH:38][C:37](B(O)O)=[CH:36][CH:35]=1.C([O-])([O-])=O.[Na+].[Na+]. (4) Given the product [C:19]1([C:2]2[C:6]3[CH:7]=[CH:8][CH:9]=[CH:10][C:5]=3[S:4][C:3]=2[CH:11]=[O:12])[CH:24]=[CH:23][CH:22]=[CH:21][CH:20]=1, predict the reactants needed to synthesize it. The reactants are: Br[C:2]1[C:6]2[CH:7]=[CH:8][CH:9]=[CH:10][C:5]=2[S:4][C:3]=1[CH:11]=[O:12].C([O-])([O-])=O.[Na+].[Na+].[C:19]1(B(O)O)[CH:24]=[CH:23][CH:22]=[CH:21][CH:20]=1. (5) The reactants are: S(=O)(=O)(O)O.[NH2:6][C:7]1[C:16]2[N:17]=[C:18]([CH2:42][CH2:43][CH2:44][CH3:45])[N:19]([CH2:20][CH2:21][CH2:22][N:23]([CH2:31][C:32]3[CH:37]=[CH:36][C:35]([CH2:38][C:39]([OH:41])=[O:40])=[CH:34][CH:33]=3)[CH:24]3[CH2:29][CH2:28][N:27]([CH3:30])[CH2:26][CH2:25]3)[C:15]=2[C:14]2[CH:13]=[CH:12][CH:11]=[CH:10][C:9]=2[N:8]=1.[CH3:46]O. Given the product [NH2:6][C:7]1[C:16]2[N:17]=[C:18]([CH2:42][CH2:43][CH2:44][CH3:45])[N:19]([CH2:20][CH2:21][CH2:22][N:23]([CH2:31][C:32]3[CH:33]=[CH:34][C:35]([CH2:38][C:39]([O:41][CH3:46])=[O:40])=[CH:36][CH:37]=3)[CH:24]3[CH2:25][CH2:26][N:27]([CH3:30])[CH2:28][CH2:29]3)[C:15]=2[C:14]2[CH:13]=[CH:12][CH:11]=[CH:10][C:9]=2[N:8]=1, predict the reactants needed to synthesize it. (6) Given the product [CH2:1]([N:4]([CH:14]([CH3:16])[CH3:15])[C:5]1[CH:12]=[CH:11][C:19]([C:20]([OH:17])=[O:21])=[CH:7][C:6]=1[Cl:13])[CH:2]=[CH2:3], predict the reactants needed to synthesize it. The reactants are: [CH2:1]([N:4]([CH:14]([CH3:16])[CH3:15])[C:5]1[CH:12]=[CH:11]C(C#N)=[CH:7][C:6]=1[Cl:13])[CH:2]=[CH2:3].[OH-:17].[K+].[CH3:19][CH2:20][OH:21].